Dataset: Forward reaction prediction with 1.9M reactions from USPTO patents (1976-2016). Task: Predict the product of the given reaction. (1) Given the reactants [Cl-].[NH4+].C(O)C.[CH3:6][C:7]1[CH:12]=[C:11]([CH3:13])[CH:10]=[CH:9][C:8]=1[N:14]1[CH2:19][CH2:18][N:17]([C:20]([C:22]2[CH:27]=[CH:26][C:25]([N:28]3[CH2:32][CH2:31][CH2:30][S:29]3(=[O:34])=[O:33])=[CH:24][C:23]=2[N+:35]([O-])=O)=[O:21])[CH2:16][CH2:15]1, predict the reaction product. The product is: [NH2:35][C:23]1[CH:24]=[C:25]([N:28]2[CH2:32][CH2:31][CH2:30][S:29]2(=[O:34])=[O:33])[CH:26]=[CH:27][C:22]=1[C:20]([N:17]1[CH2:18][CH2:19][N:14]([C:8]2[CH:9]=[CH:10][C:11]([CH3:13])=[CH:12][C:7]=2[CH3:6])[CH2:15][CH2:16]1)=[O:21]. (2) Given the reactants [CH:1]1([CH2:4][N:5]2[CH:14]([CH3:15])[CH2:13][C:12]3[C:7](=[CH:8][CH:9]=[CH:10][C:11]=3[N+:16]([O-])=O)[CH2:6]2)[CH2:3][CH2:2]1, predict the reaction product. The product is: [CH:1]1([CH2:4][N:5]2[CH:14]([CH3:15])[CH2:13][C:12]3[C:11]([NH2:16])=[CH:10][CH:9]=[CH:8][C:7]=3[CH2:6]2)[CH2:2][CH2:3]1. (3) Given the reactants [C:1]([O:5][C:6](=[O:16])[C:7]1[CH:12]=[C:11]([Cl:13])[C:10]([NH2:14])=[CH:9][C:8]=1[F:15])([CH3:4])([CH3:3])[CH3:2].Cl[C:18]1[N:28]=[C:27]2[C:21]([NH:22][C:23](=[O:36])[C:24](CC)(CC)[CH2:25][N:26]2[CH:29]([CH3:31])[CH3:30])=[CH:20][N:19]=1.[CH3:37][C:38]1(C)C2C(=C(P(C3C=CC=CC=3)C3C=CC=CC=3)C=CC=2)OC2C(P(C3C=CC=CC=3)C3C=CC=CC=3)=CC=CC1=2.[C:79](=O)([O-])[O-].[Cs+].[Cs+], predict the reaction product. The product is: [Cl:13][C:11]1[C:10]([NH:14][C:18]2[N:28]=[C:27]3[C:21]([N:22]([CH3:79])[C:23](=[O:36])[CH2:24][CH2:25][N:26]3[CH:29]3[CH2:30][CH2:38][CH2:37][CH2:31]3)=[CH:20][N:19]=2)=[CH:9][C:8]([F:15])=[C:7]([CH:12]=1)[C:6]([O:5][C:1]([CH3:4])([CH3:2])[CH3:3])=[O:16]. (4) Given the reactants B(Cl)(Cl)Cl.[NH2:5][C:6]1[O:10][N:9]=[C:8]([C@@H:11]2[CH2:17][CH2:16][C@@H:15]3[CH2:18][N:12]2[C:13](=[O:27])[N:14]3[O:19]CC2C=CC=CC=2)[N:7]=1, predict the reaction product. The product is: [NH2:5][C:6]1[O:10][N:9]=[C:8]([C@@H:11]2[CH2:17][CH2:16][C@@H:15]3[CH2:18][N:12]2[C:13](=[O:27])[N:14]3[OH:19])[N:7]=1.